The task is: Predict which catalyst facilitates the given reaction.. This data is from Catalyst prediction with 721,799 reactions and 888 catalyst types from USPTO. (1) Reactant: [Br:1][C:2]1[CH:3]=[CH:4][C:5]2[N:6]([C:8]([C:11]3[CH:12]=[C:13]([OH:17])[CH:14]=[CH:15][CH:16]=3)=[N:9][N:10]=2)[CH:7]=1.Cl.Br[CH2:20][CH2:21][N:22]1[CH2:27][CH2:26][O:25][CH2:24][CH2:23]1.C([O-])([O-])=O.[K+].[K+]. Product: [Br:1][C:2]1[CH:3]=[CH:4][C:5]2[N:6]([C:8]([C:11]3[CH:16]=[CH:15][CH:14]=[C:13]([O:17][CH2:20][CH2:21][N:22]4[CH2:27][CH2:26][O:25][CH2:24][CH2:23]4)[CH:12]=3)=[N:9][N:10]=2)[CH:7]=1. The catalyst class is: 3. (2) Reactant: [Br:1][CH2:2][C:3]([CH3:8])([CH3:7])[C:4](O)=[O:5].C(Cl)(=O)C(Cl)=O.[F:15][C:16]1[CH:21]=[CH:20][C:19]([N:22]2[CH2:27][CH2:26][NH:25][CH2:24][CH2:23]2)=[CH:18][CH:17]=1.CCN(C(C)C)C(C)C. Product: [Br:1][CH:24]1[NH:25][CH2:26][CH2:27][N:22]([C:19]2[CH:18]=[CH:17][C:16]([F:15])=[CH:21][CH:20]=2)[CH2:23]1.[CH3:2][C:3]([CH3:8])([CH3:7])[CH:4]=[O:5]. The catalyst class is: 2. (3) Reactant: [C:1]1([C:10]([OH:12])=O)[CH:2]=[CH:3][N:4]2[C:9]=1[CH:8]=[CH:7][CH:6]=[CH:5]2.CN(C(ON1N=NC2C=CC=NC1=2)=[N+](C)C)C.F[P-](F)(F)(F)(F)F.CCN(C(C)C)C(C)C.[C:46]([NH2:50])([CH3:49])([CH3:48])[CH3:47]. Product: [C:46]([NH:50][C:10]([C:1]1[CH:2]=[CH:3][N:4]2[C:9]=1[CH:8]=[CH:7][CH:6]=[CH:5]2)=[O:12])([CH3:49])([CH3:48])[CH3:47]. The catalyst class is: 3. (4) Reactant: [F:1][C:2]1[CH:10]=[CH:9][C:5]([C:6]([OH:8])=[O:7])=[CH:4][C:3]=1[N+:11]([O-:13])=[O:12].[C:14](Cl)(=O)C. Product: [F:1][C:2]1[CH:10]=[CH:9][C:5]([C:6]([O:8][CH3:14])=[O:7])=[CH:4][C:3]=1[N+:11]([O-:13])=[O:12]. The catalyst class is: 5. (5) Product: [NH2:36][C:32]1[N:31]=[CH:30][N:29]=[C:28]2[C:33]=1[N:34]=[CH:35][N:27]2[C@H:19]1[C@@H:20]2[O:21][C:22]([CH3:26])([CH3:25])[O:23][C@@H:24]2[C@@H:17]([CH2:16][N:14]([CH3:15])[CH2:13][CH2:12][C@@H:11]([NH2:10])[CH:37]([CH3:38])[CH3:39])[O:18]1. Reactant: C(OC(=O)[NH:10][C@@H:11]([CH:37]([CH3:39])[CH3:38])[CH2:12][CH2:13][N:14]([CH2:16][C@@H:17]1[C@@H:24]2[C@@H:20]([O:21][C:22]([CH3:26])([CH3:25])[O:23]2)[C@H:19]([N:27]2[CH:35]=[N:34][C:33]3[C:28]2=[N:29][CH:30]=[N:31][C:32]=3[NH2:36])[O:18]1)[CH3:15])C1C=CC=CC=1. The catalyst class is: 105.